This data is from Forward reaction prediction with 1.9M reactions from USPTO patents (1976-2016). The task is: Predict the product of the given reaction. (1) Given the reactants [CH2:1]1[CH2:11]O[C:3](=[N+:4]2[CH2:9][CH2:8][N-:7][CH2:6][CH2:5]2)[CH2:2]1.[S:12]([NH2:16])(N)(=[O:14])=[O:13].C1(P(C2CCCCC2)C2C=CC=CC=2C2C(C(C)C)=CC(C(C)C)=CC=2C(C)C)CCCCC1.[C:51](=O)([O-])[O-:52].[Cs+].[Cs+].Cl[C:58]1[CH:63]=[C:62]([O:64][CH3:65])[N:61]=[C:60]([S:66][CH2:67][C:68]2[CH:73]=[CH:72][CH:71]=[C:70]([F:74])[C:69]=2[F:75])[N:59]=1, predict the reaction product. The product is: [F:75][C:69]1[C:70]([F:74])=[CH:71][CH:72]=[CH:73][C:68]=1[CH2:67][S:66][C:60]1[N:59]=[C:58]([NH:16][S:12]([N:7]2[CH2:6][CH2:5][N:4]([CH2:3][CH:2]3[CH2:1][CH2:11][CH2:51][O:52]3)[CH2:9][CH2:8]2)(=[O:14])=[O:13])[CH:63]=[C:62]([O:64][CH3:65])[N:61]=1. (2) Given the reactants [C:1]1([C@H:7]([CH2:9][OH:10])[NH2:8])[CH:6]=[CH:5][CH:4]=[CH:3][CH:2]=1, predict the reaction product. The product is: [CH:1]([C:7]1[C:9](=[O:10])[O:10][CH2:9][C@@H:7]([C:1]2[CH:6]=[CH:5][CH:4]=[CH:3][CH:2]=2)[N:8]=1)([CH3:6])[CH3:2]. (3) Given the reactants [C:1]([C:3]1([NH:6][C:7]([C@@H:9]2[CH2:13][C@@H:12]([S:14]([C:17]3[CH:22]=[CH:21][C:20](F)=[CH:19][C:18]=3[C:24]([F:27])([F:26])[F:25])(=[O:16])=[O:15])[CH2:11][C@H:10]2[C:28]([N:30]2[CH2:33][C:32]([F:35])([F:34])[CH2:31]2)=[O:29])=[O:8])[CH2:5][CH2:4]1)#[N:2].Cl.Cl.[CH:38]1([N:41]2[CH2:46][CH2:45][NH:44][CH2:43][CH2:42]2)[CH2:40][CH2:39]1, predict the reaction product. The product is: [C:1]([C:3]1([NH:6][C:7]([C@@H:9]2[CH2:13][C@@H:12]([S:14]([C:17]3[CH:22]=[CH:21][C:20]([N:44]4[CH2:45][CH2:46][N:41]([CH:38]5[CH2:40][CH2:39]5)[CH2:42][CH2:43]4)=[CH:19][C:18]=3[C:24]([F:25])([F:26])[F:27])(=[O:15])=[O:16])[CH2:11][C@H:10]2[C:28]([N:30]2[CH2:31][C:32]([F:35])([F:34])[CH2:33]2)=[O:29])=[O:8])[CH2:4][CH2:5]1)#[N:2]. (4) Given the reactants [CH2:1]([N:5]1[C:17]2[C:16]3[CH:15]=[C:14]([CH:18]=C)[CH:13]=[CH:12][C:11]=3[N:10]=[C:9]([NH2:20])[C:8]=2[N:7]=[CH:6]1)[CH:2]([CH3:4])[CH3:3].CSC.C[OH:25], predict the reaction product. The product is: [NH2:20][C:9]1[C:8]2[N:7]=[CH:6][N:5]([CH2:1][CH:2]([CH3:4])[CH3:3])[C:17]=2[C:16]2[CH:15]=[C:14]([CH:18]=[O:25])[CH:13]=[CH:12][C:11]=2[N:10]=1.